Dataset: Peptide-MHC class II binding affinity with 134,281 pairs from IEDB. Task: Regression. Given a peptide amino acid sequence and an MHC pseudo amino acid sequence, predict their binding affinity value. This is MHC class II binding data. (1) The peptide sequence is ITDTTIGTGDDCISI. The MHC is DRB1_1001 with pseudo-sequence DRB1_1001. The binding affinity (normalized) is 0.255. (2) The peptide sequence is GAVFLGFLGAAGSTMG. The MHC is DRB1_0101 with pseudo-sequence DRB1_0101. The binding affinity (normalized) is 0.918. (3) The peptide sequence is AYLVLDPLIYFGPFA. The MHC is HLA-DQA10501-DQB10301 with pseudo-sequence HLA-DQA10501-DQB10301. The binding affinity (normalized) is 0.0822. (4) The peptide sequence is AWVDSGAQLGELYYA. The MHC is HLA-DPA10103-DPB10401 with pseudo-sequence HLA-DPA10103-DPB10401. The binding affinity (normalized) is 0.165. (5) The peptide sequence is VVAVDIKEKGKDKWI. The MHC is HLA-DPA10201-DPB10101 with pseudo-sequence HLA-DPA10201-DPB10101. The binding affinity (normalized) is 0.213.